From a dataset of Forward reaction prediction with 1.9M reactions from USPTO patents (1976-2016). Predict the product of the given reaction. (1) Given the reactants [C:1](Cl)(=[O:3])[CH3:2].[NH2:5][C:6]1[CH:29]=[CH:28][C:9]2[S:10][C:11]([C:13]3[CH:18]=[CH:17][N:16]=[C:15]([NH:19][CH2:20][CH2:21][N:22]4[CH2:26][CH2:25][NH:24][C:23]4=[O:27])[N:14]=3)=[CH:12][C:8]=2[CH:7]=1.C(N(CC)CC)C.O, predict the reaction product. The product is: [O:27]=[C:23]1[NH:24][CH2:25][CH2:26][N:22]1[CH2:21][CH2:20][NH:19][C:15]1[N:14]=[C:13]([C:11]2[S:10][C:9]3[CH:28]=[CH:29][C:6]([NH:5][C:1](=[O:3])[CH3:2])=[CH:7][C:8]=3[CH:12]=2)[CH:18]=[CH:17][N:16]=1. (2) Given the reactants [CH3:1][O:2][C:3](=[O:12])[C:4]1[CH:9]=[CH:8][C:7]([CH:10]=O)=[CH:6][CH:5]=1.[C:13]([CH:17]1[CH2:22][CH2:21][CH:20]([NH2:23])[CH2:19][CH2:18]1)([CH3:16])([CH3:15])[CH3:14], predict the reaction product. The product is: [CH3:1][O:2][C:3](=[O:12])[C:4]1[CH:9]=[CH:8][C:7]([CH2:10][NH:23][C@H:20]2[CH2:21][CH2:22][C@H:17]([C:13]([CH3:16])([CH3:15])[CH3:14])[CH2:18][CH2:19]2)=[CH:6][CH:5]=1. (3) Given the reactants N(CCNC(C1NC2C(C=1)=CC(NC(C1OC3C=CC(NC(=O)CNC(N)=N)=CC=3C=1)=O)=CC=2)=O)C(N)=N.[N+](C1C=C2C(=CC=1)NC(C(O)=O)=C2)([O-])=O.[N+](C1C=CC2OC(C(O)=O)=CC=2C=1)([O-])=O.[NH:69]([CH2:73][CH2:74][NH:75][C:76]([C:78]1[NH:79][C:80]2[C:85]([CH:86]=1)=[CH:84][C:83]([NH:87][C:88]([C:90]1[NH:91][C:92]3[C:97]([CH:98]=1)=[CH:96][C:95]([NH:99][C:100](=[O:106])[CH2:101][NH:102][C:103]([NH2:105])=[NH:104])=[CH:94][CH:93]=3)=[O:89])=[CH:82][CH:81]=2)=[O:77])C(N)=N, predict the reaction product. The product is: [NH2:69][CH2:73][CH2:74][NH:75][C:76]([C:78]1[NH:79][C:80]2[C:85]([CH:86]=1)=[CH:84][C:83]([NH:87][C:88]([C:90]1[NH:91][C:92]3[C:97]([CH:98]=1)=[CH:96][C:95]([NH:99][C:100](=[O:106])[CH2:101][NH:102][C:103]([NH2:105])=[NH:104])=[CH:94][CH:93]=3)=[O:89])=[CH:82][CH:81]=2)=[O:77].